Dataset: Full USPTO retrosynthesis dataset with 1.9M reactions from patents (1976-2016). Task: Predict the reactants needed to synthesize the given product. (1) Given the product [CH:1]12[CH2:12][CH:9]([CH:10]([OH:14])[CH:11]1[OH:13])[CH2:8][C:7]1[CH:6]=[CH:5][CH:4]=[N:3][C:2]2=1, predict the reactants needed to synthesize it. The reactants are: [CH:1]12[CH2:12][CH:9]([CH:10]=[CH:11]1)[CH2:8][C:7]1[CH:6]=[CH:5][CH:4]=[N:3][C:2]2=1.[OH2:13].[OH2:14].C[N+]([O-])(C)C.C(O)(C)(C)C. (2) Given the product [ClH:24].[ClH:24].[NH2:7][C@H:8]1[CH2:11][C@H:10]([N:12]2[C:16]3=[N:17][CH:18]=[CH:19][CH:20]=[C:15]3[NH:14][C:13]2=[O:21])[CH2:9]1, predict the reactants needed to synthesize it. The reactants are: C(OC(=O)[NH:7][C@H:8]1[CH2:11][C@H:10]([N:12]2[C:16]3=[N:17][CH:18]=[CH:19][CH:20]=[C:15]3[N:14]=[C:13]2[O:21]C)[CH2:9]1)(C)(C)C.[ClH:24].